This data is from Catalyst prediction with 721,799 reactions and 888 catalyst types from USPTO. The task is: Predict which catalyst facilitates the given reaction. (1) Reactant: FC(F)(F)S(OS(C(F)(F)F)(=O)=O)(=O)=O.CN(C)[C:18](=[O:21])[CH:19]=[CH2:20].[NH:23]1[C:31]2[C:26](=[CH:27][CH:28]=[CH:29][CH:30]=2)[CH2:25][CH2:24]1. Product: [CH2:25]1[C:26]2=[C:31]3[C:30](=[CH:29][CH:28]=[CH:27]2)[C:18](=[O:21])[CH2:19][CH2:20][N:23]3[CH2:24]1. The catalyst class is: 68. (2) Reactant: I[CH3:2].[C:3]([C:5]1[CH:10]=[CH:9][C:8]([NH:11][C:12]([NH2:14])=[S:13])=[CH:7][CH:6]=1)#[N:4]. Product: [C:3]([C:5]1[CH:6]=[CH:7][C:8]([N:11]=[C:12]([S:13][CH3:2])[NH2:14])=[CH:9][CH:10]=1)#[N:4]. The catalyst class is: 21. (3) Reactant: [C:1]([O:5][C:6]1[CH:11]=[CH:10][C:9]([CH2:12][C@H:13]([NH:33]C(=O)OCC2C3C=CC=CC=3C3C2=CC=CC=3)[C:14](=[O:32])[N:15]([CH2:24][CH:25]([O:29][CH2:30][CH3:31])[O:26][CH2:27][CH3:28])[CH2:16][C:17]2[CH:22]=[CH:21][CH:20]=[C:19]([F:23])[N:18]=2)=[CH:8][CH:7]=1)([CH3:4])([CH3:3])[CH3:2].N1CCCCC1. Product: [NH2:33][C@@H:13]([CH2:12][C:9]1[CH:8]=[CH:7][C:6]([O:5][C:1]([CH3:3])([CH3:2])[CH3:4])=[CH:11][CH:10]=1)[C:14]([N:15]([CH2:24][CH:25]([O:29][CH2:30][CH3:31])[O:26][CH2:27][CH3:28])[CH2:16][C:17]1[CH:22]=[CH:21][CH:20]=[C:19]([F:23])[N:18]=1)=[O:32]. The catalyst class is: 4. (4) Reactant: C([O-])([O-])=O.[Na+].[Na+].[OH:7][CH:8]1[CH2:13][CH2:12][NH:11][CH2:10][CH2:9]1.Cl.[N:15]#[C:16]Br. Product: [OH:7][CH:8]1[CH2:13][CH2:12][N:11]([C:16]#[N:15])[CH2:10][CH2:9]1. The catalyst class is: 232. (5) Reactant: CC(OC(/N=N/C(OC(C)C)=O)=O)C.[Cl:15][C:16]1[C:23]([N+:24]([O-:26])=[O:25])=[CH:22][C:19]([C:20]#[N:21])=[CH:18][C:17]=1[OH:27].O[CH:29]1[CH2:33][CH2:32][N:31]([C:34]([O:36][C:37]([CH3:40])([CH3:39])[CH3:38])=[O:35])[CH2:30]1.C1C=CC(P(C2C=CC=CC=2)C2C=CC=CC=2)=CC=1. The catalyst class is: 1. Product: [Cl:15][C:16]1[C:23]([N+:24]([O-:26])=[O:25])=[CH:22][C:19]([C:20]#[N:21])=[CH:18][C:17]=1[O:27][CH:33]1[CH2:29][CH2:30][N:31]([C:34]([O:36][C:37]([CH3:40])([CH3:39])[CH3:38])=[O:35])[CH2:32]1. (6) Reactant: C([N:8]1[CH2:12][CH:11]([CH3:13])[CH:10]([N:14]([C:16]([O:18][C:19]([CH3:22])([CH3:21])[CH3:20])=[O:17])[CH3:15])[CH2:9]1)C1C=CC=CC=1. Product: [CH3:15][N:14]([C:16]([O:18][C:19]([CH3:20])([CH3:22])[CH3:21])=[O:17])[CH:10]1[CH:11]([CH3:13])[CH2:12][NH:8][CH2:9]1. The catalyst class is: 320.